This data is from Full USPTO retrosynthesis dataset with 1.9M reactions from patents (1976-2016). The task is: Predict the reactants needed to synthesize the given product. (1) Given the product [Cl:27][C:23]1[N:24]=[CH:25][NH:26][C:22]=1[C:20]([NH:19][CH2:18][C:13]1[CH:14]=[CH:15][C:16]([Cl:17])=[C:11]([O:10][C:4]2[CH:3]=[C:2]([C:29]#[C:30][CH3:31])[CH:7]=[C:6]([C:8]#[N:9])[CH:5]=2)[C:12]=1[F:28])=[O:21], predict the reactants needed to synthesize it. The reactants are: Br[C:2]1[CH:3]=[C:4]([O:10][C:11]2[C:12]([F:28])=[C:13]([CH2:18][NH:19][C:20]([C:22]3[NH:26][CH:25]=[N:24][C:23]=3[Cl:27])=[O:21])[CH:14]=[CH:15][C:16]=2[Cl:17])[CH:5]=[C:6]([C:8]#[N:9])[CH:7]=1.[CH:29]#[C:30][CH3:31]. (2) Given the product [F:9][C:8]([F:11])([F:10])[C:4]1[CH:3]=[C:2]([C:21]2[CH:26]=[CH:25][C:24]([CH2:27][NH2:28])=[CH:23][CH:22]=2)[CH:7]=[CH:6][N:5]=1, predict the reactants needed to synthesize it. The reactants are: Cl[C:2]1[CH:7]=[CH:6][N:5]=[C:4]([C:8]([F:11])([F:10])[F:9])[CH:3]=1.Cl.CC1(C)C(C)(C)OB([C:21]2[CH:26]=[CH:25][C:24]([CH2:27][NH2:28])=[CH:23][CH:22]=2)O1.[O-]P([O-])([O-])=O.[K+].[K+].[K+]. (3) The reactants are: [NH2:1][C:2]1[N:7]=[C:6]2[N:8]([CH2:11][C:12]([OH:14])=O)[N:9]=[CH:10][C:5]2=[C:4]([C:15]2[O:16][CH:17]=[CH:18][CH:19]=2)[N:3]=1.[C:20]([C:27]1[NH:28][CH:29]=[CH:30][N:31]=1)([C:22]1NC=CN=1)=O.NC1C=CC=CN=1. Given the product [NH2:1][C:2]1[N:7]=[C:6]2[N:8]([CH2:11][C:12]([NH:28][C:27]3[CH:20]=[CH:22][CH:29]=[CH:30][N:31]=3)=[O:14])[N:9]=[CH:10][C:5]2=[C:4]([C:15]2[O:16][CH:17]=[CH:18][CH:19]=2)[N:3]=1, predict the reactants needed to synthesize it. (4) The reactants are: [CH3:1][C:2](N(C)C)=[O:3].[Cl-].[Al+3].[Cl-].[Cl-].[CH3:11][O:12][CH2:13][CH:14]1[O:19][C:18]2[CH:20]=[CH:21][CH:22]=[CH:23][C:17]=2[O:16][CH2:15]1.C(Cl)(=O)C. Given the product [CH3:11][O:12][CH2:13][CH:14]1[CH2:15][O:16][C:17]2[CH:23]=[CH:22][C:21]([C:2]([CH3:1])=[O:3])=[CH:20][C:18]=2[O:19]1, predict the reactants needed to synthesize it. (5) Given the product [C:11]([O:10][C:8]([N:1]1[CH2:7][CH2:6][CH2:5][N:4]([C:55]([C:53]2([OH:54])[CH2:52][CH2:59][CH2:58]2)=[O:57])[CH2:3][CH2:2]1)=[O:9])([CH3:14])([CH3:13])[CH3:12], predict the reactants needed to synthesize it. The reactants are: [N:1]1([C:8]([O:10][C:11]([CH3:14])([CH3:13])[CH3:12])=[O:9])[CH2:7][CH2:6][CH2:5][NH:4][CH2:3][CH2:2]1.CCN(C(C)C)C(C)C.F[P-](F)(F)(F)(F)F.N1(O[P+](N(C)C)(N(C)C)N(C)C)C2C=CC=CC=2N=N1.C(O)(=O)[CH2:52][C:53]([CH2:58][C:59](O)=O)([C:55]([OH:57])=O)[OH:54]. (6) Given the product [F:1][CH:2]([P:8](=[O:15])([O:12][CH2:13][CH3:14])[O:9][CH2:10][CH3:11])[CH2:3][CH:4]1[O:7][CH2:5]1, predict the reactants needed to synthesize it. The reactants are: [F:1][CH:2]([P:8](=[O:15])([O:12][CH2:13][CH3:14])[O:9][CH2:10][CH3:11])[CH2:3][C@H:4]([OH:7])[CH2:5]O.